The task is: Regression. Given two drug SMILES strings and cell line genomic features, predict the synergy score measuring deviation from expected non-interaction effect.. This data is from NCI-60 drug combinations with 297,098 pairs across 59 cell lines. (1) Drug 1: CN1CCC(CC1)COC2=C(C=C3C(=C2)N=CN=C3NC4=C(C=C(C=C4)Br)F)OC. Drug 2: C1CCC(CC1)NC(=O)N(CCCl)N=O. Synergy scores: CSS=23.7, Synergy_ZIP=-3.13, Synergy_Bliss=5.84, Synergy_Loewe=5.87, Synergy_HSA=6.67. Cell line: A498. (2) Drug 1: CS(=O)(=O)C1=CC(=C(C=C1)C(=O)NC2=CC(=C(C=C2)Cl)C3=CC=CC=N3)Cl. Drug 2: C1=C(C(=O)NC(=O)N1)N(CCCl)CCCl. Cell line: NCI-H460. Synergy scores: CSS=39.2, Synergy_ZIP=1.31, Synergy_Bliss=5.35, Synergy_Loewe=-14.2, Synergy_HSA=5.73.